Dataset: Full USPTO retrosynthesis dataset with 1.9M reactions from patents (1976-2016). Task: Predict the reactants needed to synthesize the given product. Given the product [CH3:1][N:2]([C:10]1[CH:15]=[CH:14][C:13]([C:16]2[CH:25]=[C:24]([F:29])[C:23]3[C:18](=[CH:19][CH:20]=[CH:21][CH:22]=3)[N:17]=2)=[CH:12][CH:11]=1)[C:3](=[O:9])[O:4][C:5]([CH3:8])([CH3:7])[CH3:6].[F:29][C:24]1[C:23]2[C:18](=[CH:19][CH:20]=[CH:21][CH:22]=2)[N:17]=[C:16]([C:13]2[CH:12]=[CH:11][C:10]([N:2]([CH3:1])[C:3](=[O:9])[O:4][CH2:15][CH2:10][CH2:11][CH3:12])=[CH:15][CH:14]=2)[CH:25]=1, predict the reactants needed to synthesize it. The reactants are: [CH3:1][N:2]([C:10]1[CH:15]=[CH:14][C:13]([C:16]2[CH:25]=[C:24]([N+]([O-])=O)[C:23]3[C:18](=[CH:19][CH:20]=[CH:21][CH:22]=3)[N:17]=2)=[CH:12][CH:11]=1)[C:3](=[O:9])[O:4][C:5]([CH3:8])([CH3:7])[CH3:6].[F-:29].[K+].